This data is from Forward reaction prediction with 1.9M reactions from USPTO patents (1976-2016). The task is: Predict the product of the given reaction. (1) Given the reactants [C:1]([O:9][C@@H:10]1[C@H:16](OC(=O)C2C=CC=CC=2)[C@@H:15]([O:26][C:27](=[O:34])[C:28]2[CH:33]=[CH:32][CH:31]=[CH:30][CH:29]=2)[C@H:14]([CH3:35])[O:13][C:11]1=[O:12])(=[O:8])[C:2]1[CH:7]=[CH:6][CH:5]=[CH:4][CH:3]=1, predict the reaction product. The product is: [C:1]([O:9][C:10]1[C:11]([O:13][C@@H:14]([CH3:35])[C@H:15]([O:26][C:27](=[O:34])[C:28]2[CH:29]=[CH:30][CH:31]=[CH:32][CH:33]=2)[CH:16]=1)=[O:12])(=[O:8])[C:2]1[CH:7]=[CH:6][CH:5]=[CH:4][CH:3]=1. (2) Given the reactants [CH3:1][O:2][C:3]1[CH:4]=[CH:5][CH:6]=[C:7]2[C:11]=1[CH:10]([NH:12][C:13]1[O:14][CH2:15][C:16]3[CH:22]=[C:21]([NH2:23])[CH:20]=[CH:19][C:17]=3[N:18]=1)[CH2:9][CH2:8]2.[N:24]1([S:30](Cl)(=[O:32])=[O:31])[CH2:29][CH2:28][CH2:27][CH2:26][CH2:25]1, predict the reaction product. The product is: [CH3:1][O:2][C:3]1[CH:4]=[CH:5][CH:6]=[C:7]2[C:11]=1[CH:10]([NH:12][C:13]1[O:14][CH2:15][C:16]3[CH:22]=[C:21]([NH:23][S:30]([N:24]4[CH2:29][CH2:28][CH2:27][CH2:26][CH2:25]4)(=[O:32])=[O:31])[CH:20]=[CH:19][C:17]=3[N:18]=1)[CH2:9][CH2:8]2.